Predict the reaction yield, written as a fraction of the theoretical maximum amount of product (1.0 means a 100% yield; for example, 0.34 means a 34% yield). From a dataset of Reaction yield outcomes from USPTO patents with 853,638 reactions. The reactants are [C:1]([Cu])#[N:2].Br[C:5]1[CH:13]=[CH:12][C:8]2[S:9][CH:10]=[CH:11][C:7]=2[CH:6]=1.N1C=CC=CC=1.C(N)CN. The catalyst is CN(C=O)C. The product is [S:9]1[CH:10]=[CH:11][C:7]2[CH:6]=[C:5]([C:1]#[N:2])[CH:13]=[CH:12][C:8]1=2. The yield is 0.900.